This data is from Peptide-MHC class II binding affinity with 134,281 pairs from IEDB. The task is: Regression. Given a peptide amino acid sequence and an MHC pseudo amino acid sequence, predict their binding affinity value. This is MHC class II binding data. (1) The peptide sequence is FTVQKGSDPKKLVLN. The MHC is HLA-DPA10301-DPB10402 with pseudo-sequence HLA-DPA10301-DPB10402. The binding affinity (normalized) is 0. (2) The peptide sequence is RVLDTVEKWLACGVD. The MHC is DRB4_0103 with pseudo-sequence DRB4_0103. The binding affinity (normalized) is 0.590. (3) The peptide sequence is LKESWGAIWR. The MHC is DRB1_0301 with pseudo-sequence DRB1_0301. The binding affinity (normalized) is 0.0313. (4) The peptide sequence is GSRAIWYMWLGARYL. The MHC is HLA-DQA10201-DQB10402 with pseudo-sequence HLA-DQA10201-DQB10402. The binding affinity (normalized) is 0. (5) The peptide sequence is SNGEIEDVQTDIPSE. The MHC is HLA-DQA10303-DQB10402 with pseudo-sequence HLA-DQA10303-DQB10402. The binding affinity (normalized) is 0. (6) The peptide sequence is GMFTNRSGSQ. The binding affinity (normalized) is 0.119. The MHC is DRB1_1602 with pseudo-sequence DRB1_1602. (7) The peptide sequence is ALTSLGLLYTVKYPN. The MHC is DRB1_0101 with pseudo-sequence DRB1_0101. The binding affinity (normalized) is 0.515. (8) The peptide sequence is DAYVATLTEALRVIA. The MHC is HLA-DQA10201-DQB10202 with pseudo-sequence HLA-DQA10201-DQB10202. The binding affinity (normalized) is 0.307.